This data is from Full USPTO retrosynthesis dataset with 1.9M reactions from patents (1976-2016). The task is: Predict the reactants needed to synthesize the given product. (1) The reactants are: [NH2:1][C:2]([CH3:8])([CH2:5][CH2:6][CH3:7])[C:3]#[N:4].[ClH:9]. Given the product [ClH:9].[ClH:9].[CH3:8][C:2]([NH2:1])([CH2:5][CH2:6][CH3:7])[CH2:3][NH2:4], predict the reactants needed to synthesize it. (2) Given the product [O:28]=[C:24]1[CH2:25][CH2:26][CH2:27][N:23]1[CH2:2][C:3]1[C:4]([C:17]2[CH:22]=[CH:21][CH:20]=[CH:19][CH:18]=2)=[N:5][C:6]2[C:11]([C:12]=1[C:13]([O:15][CH3:16])=[O:14])=[CH:10][CH:9]=[CH:8][CH:7]=2, predict the reactants needed to synthesize it. The reactants are: Br[CH2:2][C:3]1[C:4]([C:17]2[CH:22]=[CH:21][CH:20]=[CH:19][CH:18]=2)=[N:5][C:6]2[C:11]([C:12]=1[C:13]([O:15][CH3:16])=[O:14])=[CH:10][CH:9]=[CH:8][CH:7]=2.[NH:23]1[CH2:27][CH2:26][CH2:25][C:24]1=[O:28].CC(C)([O-])C.[K+].